Dataset: Reaction yield outcomes from USPTO patents with 853,638 reactions. Task: Predict the reaction yield, written as a fraction of the theoretical maximum amount of product (1.0 means a 100% yield; for example, 0.34 means a 34% yield). (1) The reactants are C[O:2][C:3](=[O:35])[CH:4]([N:6]1[C:14]2[C:9](=[CH:10][C:11]([O:15][CH2:16][CH2:17][CH2:18][O:19][C:20]3[CH:25]=[CH:24][C:23]([C:26]4[O:27][CH:28]=[C:29]([CH2:31][CH3:32])[N:30]=4)=[CH:22][C:21]=3[O:33][CH3:34])=[CH:12][CH:13]=2)[CH:8]=[CH:7]1)[CH3:5].[OH-].[Li+]. The catalyst is O1CCCC1.CO.O. The product is [CH2:31]([C:29]1[N:30]=[C:26]([C:23]2[CH:24]=[CH:25][C:20]([O:19][CH2:18][CH2:17][CH2:16][O:15][C:11]3[CH:10]=[C:9]4[C:14](=[CH:13][CH:12]=3)[N:6]([CH:4]([CH3:5])[C:3]([OH:35])=[O:2])[CH:7]=[CH:8]4)=[C:21]([O:33][CH3:34])[CH:22]=2)[O:27][CH:28]=1)[CH3:32]. The yield is 0.795. (2) The reactants are [NH2:1][C:2]1[C:7]([F:8])=[C:6]([Cl:9])[N:5]=[C:4]([C:10]([O:12][CH3:13])=[O:11])[CH:3]=1.[Br:14]N1C(C)(C)C(=O)N(Br)C1=O.OS([O-])=O.[Na+].CCOC(C)=O. The catalyst is ClCCCl. The product is [NH2:1][C:2]1[C:7]([F:8])=[C:6]([Cl:9])[N:5]=[C:4]([C:10]([O:12][CH3:13])=[O:11])[C:3]=1[Br:14]. The yield is 0.610. (3) The reactants are ON=[CH:3][C:4]([NH:6][C:7]1[CH:12]=[CH:11][CH:10]=[CH:9][C:8]=1[I:13])=[O:5].[OH:14]S(O)(=O)=O. No catalyst specified. The product is [I:13][C:8]1[CH:9]=[CH:10][CH:11]=[C:12]2[C:7]=1[NH:6][C:4](=[O:5])[C:3]2=[O:14]. The yield is 0.870. (4) The reactants are [C:1]([O:4][C:5]1[C:6](=[CH:10][CH:11]=[CH:12][CH:13]=1)[C:7](Cl)=[O:8])(=[O:3])[CH3:2].[OH2:14]. The catalyst is C1(C)C=CC=CC=1. The product is [C:1]([O:4][C:5]1[CH:13]=[CH:12][CH:11]=[CH:10][C:6]=1[C:7]([OH:14])=[O:8])(=[O:3])[CH3:2]. The yield is 0.800. (5) The catalyst is C(Cl)Cl.N1C=CC=CC=1. The product is [N:8]1[CH:9]=[CH:10][CH:11]=[C:6]([C:5]([NH:4][CH2:3][CH2:2][O:1][C:22](=[O:23])[CH2:21][CH2:20][CH2:19][C:13]2[CH:18]=[CH:17][CH:16]=[CH:15][CH:14]=2)=[O:12])[CH:7]=1. The yield is 1.00. The reactants are [OH:1][CH2:2][CH2:3][NH:4][C:5](=[O:12])[C:6]1[CH:11]=[CH:10][CH:9]=[N:8][CH:7]=1.[C:13]1([CH2:19][CH2:20][CH2:21][C:22](Cl)=[O:23])[CH:18]=[CH:17][CH:16]=[CH:15][CH:14]=1.